The task is: Predict the reactants needed to synthesize the given product.. This data is from Full USPTO retrosynthesis dataset with 1.9M reactions from patents (1976-2016). (1) The reactants are: [F:1][C:2]1[CH:32]=[CH:31][C:5]([CH2:6][NH:7][C:8]([C:10]2[C:19]([OH:20])=[C:18]3[C:13]([CH:14]=[CH:15][CH:16]=[N:17]3)=[C:12]([CH2:21][CH2:22][N:23]([CH2:28][CH2:29][NH2:30])[C:24](=[O:27])[CH2:25]Cl)[N:11]=2)=[O:9])=[CH:4][CH:3]=1.C(N(C(C)C)CC)(C)C. Given the product [F:1][C:2]1[CH:32]=[CH:31][C:5]([CH2:6][NH:7][C:8]([C:10]2[C:19]([OH:20])=[C:18]3[C:13]([CH:14]=[CH:15][CH:16]=[N:17]3)=[C:12]([CH2:21][CH2:22][N:23]3[CH2:28][CH2:29][NH:30][CH2:25][C:24]3=[O:27])[N:11]=2)=[O:9])=[CH:4][CH:3]=1, predict the reactants needed to synthesize it. (2) Given the product [NH2:15][C:16]1[C:17]2[C:24]([I:25])=[CH:23][N:22]([CH:26]3[CH2:29][CH:28]([N:37]4[CH2:38][CH2:39][N:34]([C:31](=[O:33])[CH3:32])[CH2:35][CH2:36]4)[CH2:27]3)[C:18]=2[N:19]=[CH:20][N:21]=1, predict the reactants needed to synthesize it. The reactants are: C(O[BH-](OC(=O)C)OC(=O)C)(=O)C.[Na+].[NH2:15][C:16]1[C:17]2[C:24]([I:25])=[CH:23][N:22]([CH:26]3[CH2:29][C:28](=O)[CH2:27]3)[C:18]=2[N:19]=[CH:20][N:21]=1.[C:31]([N:34]1[CH2:39][CH2:38][NH:37][CH2:36][CH2:35]1)(=[O:33])[CH3:32].C(O)(=O)C.